From a dataset of Catalyst prediction with 721,799 reactions and 888 catalyst types from USPTO. Predict which catalyst facilitates the given reaction. (1) Reactant: [NH2:1][C:2]1[C:9](I)=[CH:8][C:5]([C:6]#[N:7])=[C:4]([CH2:11][CH3:12])[CH:3]=1.[CH3:13]B(O)O.C(=O)([O-])[O-].[Cs+].[Cs+]. Product: [NH2:1][C:2]1[C:9]([CH3:13])=[CH:8][C:5]([C:6]#[N:7])=[C:4]([CH2:11][CH3:12])[CH:3]=1. The catalyst class is: 12. (2) Reactant: [Br:1][C:2]1[CH:15]=[CH:14][C:13]2[C:12](=O)[C:11]3[C:6](=[CH:7][CH:8]=[C:9]([Br:17])[CH:10]=3)[C:5](=O)[C:4]=2[CH:3]=1.I.[PH2](O)=O. Product: [Br:1][C:2]1[CH:15]=[CH:14][C:13]2[C:4](=[CH:5][C:6]3[C:11]([CH:12]=2)=[CH:10][C:9]([Br:17])=[CH:8][CH:7]=3)[CH:3]=1. The catalyst class is: 15. (3) Reactant: [F:1][C:2]([F:13])([F:12])[O:3][C:4]1[CH:9]=[CH:8][C:7]([CH2:10]O)=[CH:6][CH:5]=1.P(Br)(Br)[Br:15].O. Product: [Br:15][CH2:10][C:7]1[CH:8]=[CH:9][C:4]([O:3][C:2]([F:13])([F:12])[F:1])=[CH:5][CH:6]=1. The catalyst class is: 2. (4) The catalyst class is: 77. Product: [CH3:11][CH:10]([CH3:12])[CH2:9][CH2:8][N:5]1[CH:6]=[CH:7][C:2]([C:24]2[CH:25]=[CH:26][C:21]([NH:20][CH:17]3[CH2:16][CH2:15][O:14][CH2:19][CH2:18]3)=[CH:22][CH:23]=2)=[CH:3][C:4]1=[O:13]. Reactant: Br[C:2]1[CH:7]=[CH:6][N:5]([CH2:8][CH2:9][CH:10]([CH3:12])[CH3:11])[C:4](=[O:13])[CH:3]=1.[O:14]1[CH2:19][CH2:18][CH:17]([NH:20][C:21]2[CH:26]=[CH:25][C:24](B3OC(C)(C)C(C)(C)O3)=[CH:23][CH:22]=2)[CH2:16][CH2:15]1.C(=O)([O-])[O-].[Na+].[Na+]. (5) Reactant: [F:1][C:2]1[C:10]([O:11][C@@H:12]([C:15]2[O:16][CH:17]=[C:18]([C:20]3[CH:25]=[CH:24][C:23]([C:26]([F:29])([F:28])[F:27])=[CH:22][CH:21]=3)[N:19]=2)[CH2:13][OH:14])=[CH:9][CH:8]=[C:7]([F:30])[C:3]=1[C:4]([NH2:6])=[O:5].[Br:31]Br. Product: [Br:31][C:17]1[O:16][C:15]([C@H:12]([O:11][C:10]2[C:2]([F:1])=[C:3]([C:7]([F:30])=[CH:8][CH:9]=2)[C:4]([NH2:6])=[O:5])[CH2:13][OH:14])=[N:19][C:18]=1[C:20]1[CH:25]=[CH:24][C:23]([C:26]([F:27])([F:28])[F:29])=[CH:22][CH:21]=1. The catalyst class is: 4. (6) Reactant: [C:1]([O:5][C:6]([N:8]1[CH:12]([C:13]([OH:15])=O)[CH2:11][S:10][C:9]1([CH3:17])[CH3:16])=[O:7])([CH3:4])([CH3:3])[CH3:2].CN([C:21]([O:25][N:26]1N=NC2C=CC=N[C:27]1=2)=[N+](C)C)C.F[P-](F)(F)(F)(F)F.C1C=NC2N(O)N=NC=2C=1.Cl.CNOC.C(N(CC)C(C)C)C. Product: [CH3:21][O:25][N:26]([CH3:27])[C:13]([CH:12]1[CH2:11][S:10][C:9]([CH3:17])([CH3:16])[N:8]1[C:6]([O:5][C:1]([CH3:2])([CH3:3])[CH3:4])=[O:7])=[O:15]. The catalyst class is: 3. (7) Reactant: [O:1]1[C:5]2[CH:6]=[CH:7][C:8](B(O)O)=[CH:9][C:4]=2[CH2:3][CH2:2]1.Br[C:14]1[CH:15]=[C:16]([CH:18]=[CH:19][CH:20]=1)[NH2:17].C([O-])([O-])=O.[Na+].[Na+]. Product: [O:1]1[C:5]2[CH:6]=[CH:7][C:8]([C:14]3[CH:15]=[C:16]([NH2:17])[CH:18]=[CH:19][CH:20]=3)=[CH:9][C:4]=2[CH2:3][CH2:2]1. The catalyst class is: 104.